Dataset: Full USPTO retrosynthesis dataset with 1.9M reactions from patents (1976-2016). Task: Predict the reactants needed to synthesize the given product. (1) Given the product [CH2:1]([O:3][C:4]([C:6]1[CH:7]=[C:8]2[C:13](=[CH:14][CH:15]=1)[NH:12][CH:11]([C:16]1[CH:17]=[C:18]([C:31]3[CH:32]=[CH:33][C:28]([C:26]#[N:27])=[CH:29][CH:30]=3)[CH:19]=[C:20]([F:22])[CH:21]=1)[C:10]([CH3:25])([CH3:24])[CH2:9]2)=[O:5])[CH3:2], predict the reactants needed to synthesize it. The reactants are: [CH2:1]([O:3][C:4]([C:6]1[CH:7]=[C:8]2[C:13](=[CH:14][CH:15]=1)[NH:12][CH:11]([C:16]1[CH:21]=[C:20]([F:22])[CH:19]=[C:18](Br)[CH:17]=1)[C:10]([CH3:25])([CH3:24])[CH2:9]2)=[O:5])[CH3:2].[C:26]([C:28]1[CH:33]=[CH:32][C:31](B(O)O)=[CH:30][CH:29]=1)#[N:27].C(=O)([O-])[O-].[Na+].[Na+].C(OCC)(=O)C. (2) Given the product [CH3:11][O:12][CH2:13][O:7][C:3]1[CH:2]=[N:1][CH:6]=[CH:5][CH:4]=1, predict the reactants needed to synthesize it. The reactants are: [N:1]1[CH:6]=[CH:5][CH:4]=[C:3]([OH:7])[CH:2]=1.[H-].[Na+].Cl[CH2:11][O:12][CH3:13].